Task: Predict the product of the given reaction.. Dataset: Forward reaction prediction with 1.9M reactions from USPTO patents (1976-2016) Given the reactants [I:1][C:2]1[S:6][C:5]([NH2:7])=[N:4][C:3]=1[CH3:8].[O:9](C(OC(C)(C)C)=O)[C:10]([O:12][C:13]([CH3:16])([CH3:15])[CH3:14])=O.C([O-])(O)=O.[Na+].[NH4+].[Cl-], predict the reaction product. The product is: [C:13]([O:12][C:10](=[O:9])[NH:7][C:5]1[S:6][C:2]([I:1])=[C:3]([CH3:8])[N:4]=1)([CH3:16])([CH3:15])[CH3:14].